From a dataset of Forward reaction prediction with 1.9M reactions from USPTO patents (1976-2016). Predict the product of the given reaction. The product is: [N+:32]([C:35]1[CH:36]=[CH:37][C:38]([S:41]([N:20]2[CH2:21][CH2:22][N:17]([C:14]3[CH:13]=[CH:12][C:11]([C:5]([OH:10])([C:6]([F:9])([F:8])[F:7])[C:4]([F:3])([F:23])[F:24])=[CH:16][CH:15]=3)[CH2:18][CH2:19]2)(=[O:43])=[O:42])=[CH:39][CH:40]=1)([O-:34])=[O:33]. Given the reactants Cl.Cl.[F:3][C:4]([F:24])([F:23])[C:5]([C:11]1[CH:16]=[CH:15][C:14]([N:17]2[CH2:22][CH2:21][NH:20][CH2:19][CH2:18]2)=[CH:13][CH:12]=1)([OH:10])[C:6]([F:9])([F:8])[F:7].C(N(CC)CC)C.[N+:32]([C:35]1[CH:40]=[CH:39][C:38]([S:41](Cl)(=[O:43])=[O:42])=[CH:37][CH:36]=1)([O-:34])=[O:33], predict the reaction product.